Dataset: Forward reaction prediction with 1.9M reactions from USPTO patents (1976-2016). Task: Predict the product of the given reaction. (1) Given the reactants BrC1C=C(C=CC=1OCC1C=CC=C(F)C=1)N.S(C1C=CC(C)=CC=1)(O)(=O)=O.S(C1C=CC(C)=CC=1)(O)(=O)=O.[F:40][C:41]1[CH:42]=[C:43]([CH:77]=[CH:78][CH:79]=1)[CH2:44][O:45][C:46]1[CH:51]=[CH:50][C:49]([NH:52][C:53]2[C:62]3[C:57](=[CH:58][CH:59]=[C:60]([C:63]4[N:64]=[C:65]([CH2:68][NH:69][CH2:70][CH2:71][S:72]([CH3:75])(=[O:74])=[O:73])[S:66][CH:67]=4)[CH:61]=3)[N:56]=[CH:55][N:54]=2)=[CH:48][C:47]=1[Cl:76], predict the reaction product. The product is: [F:40][C:41]1[CH:42]=[C:43]([CH:77]=[CH:78][CH:79]=1)[CH2:44][O:45][C:46]1[CH:51]=[CH:50][C:49]([NH:52][C:53]2[C:62]3[C:57](=[CH:58][CH:59]=[C:60]([C:63]4[N:64]=[C:65]([CH2:68][NH:69][CH2:70][CH2:71][S:72]([CH3:75])(=[O:74])=[O:73])[S:66][CH:67]=4)[CH:61]=3)[N:56]=[CH:55][N:54]=2)=[CH:48][C:47]=1[Cl:76]. (2) Given the reactants C(O)(=O)C.[F:5][C:6]([F:26])([F:25])[O:7][C:8]1[CH:13]=[CH:12][C:11]([N:14]2[CH2:18][CH2:17][C:16]3([CH2:23][CH2:22][NH:21][CH2:20][CH2:19]3)[C:15]2=[O:24])=[CH:10][CH:9]=1.[CH2:27]([O:34][CH2:35][C:36](Cl)=[O:37])[C:28]1[CH:33]=[CH:32][CH:31]=[CH:30][CH:29]=1, predict the reaction product. The product is: [CH2:27]([O:34][CH2:35][C:36]([N:21]1[CH2:20][CH2:19][C:16]2([C:15](=[O:24])[N:14]([C:11]3[CH:12]=[CH:13][C:8]([O:7][C:6]([F:5])([F:25])[F:26])=[CH:9][CH:10]=3)[CH2:18][CH2:17]2)[CH2:23][CH2:22]1)=[O:37])[C:28]1[CH:33]=[CH:32][CH:31]=[CH:30][CH:29]=1. (3) Given the reactants [F:1][C@H:2]1[CH2:6][NH:5][C@H:4]([C:7]([NH:9][CH2:10][C:11]2[C:16]([O:17][CH3:18])=[CH:15][N:14]=[C:13]([C:19]3[CH:20]=[N:21][C:22]([C:25]([F:28])([F:27])[F:26])=[N:23][CH:24]=3)[CH:12]=2)=[O:8])[CH2:3]1.[F:29][C:30]1[CH:35]=[CH:34][C:33]([S:36](Cl)(=[O:38])=[O:37])=[CH:32][CH:31]=1, predict the reaction product. The product is: [F:1][C@H:2]1[CH2:6][N:5]([S:36]([C:33]2[CH:34]=[CH:35][C:30]([F:29])=[CH:31][CH:32]=2)(=[O:38])=[O:37])[C@H:4]([C:7]([NH:9][CH2:10][C:11]2[C:16]([O:17][CH3:18])=[CH:15][N:14]=[C:13]([C:19]3[CH:20]=[N:21][C:22]([C:25]([F:28])([F:27])[F:26])=[N:23][CH:24]=3)[CH:12]=2)=[O:8])[CH2:3]1. (4) Given the reactants [CH3:1][O:2][C:3]1[CH:39]=[CH:38][C:6]([CH2:7][NH:8][C:9]2[S:17][C:12]3=[CH:13][N:14]=[CH:15][CH:16]=[C:11]3[C:10]=2[C:18]([C:20]2[CH:21]=[C:22]3[C:26](=[CH:27][CH:28]=2)[C:25](=[N:29][O:30][Si](C(C)(C)C)(C)C)[CH2:24][CH2:23]3)=[O:19])=[CH:5][CH:4]=1.C[Si]([N-][Si](C)(C)C)(C)C.[Na+].C1(C)C=CC=CC=1.[C:57](Cl)(=[O:60])[CH2:58][CH3:59], predict the reaction product. The product is: [CH3:1][O:2][C:3]1[CH:4]=[CH:5][C:6]([CH2:7][N:8]([C:9]2[S:17][C:12]3=[CH:13][N:14]=[CH:15][CH:16]=[C:11]3[C:10]=2[C:18]([C:20]2[CH:21]=[C:22]3[C:26](=[CH:27][CH:28]=2)[C:25](=[N:29][OH:30])[CH2:24][CH2:23]3)=[O:19])[C:57](=[O:60])[CH2:58][CH3:59])=[CH:38][CH:39]=1. (5) Given the reactants [Cl:1][C:2]1[C:3]([CH2:11][C:12]2[CH:17]=[CH:16][C:15]([F:18])=[CH:14][CH:13]=2)=[CH:4][C:5]([C:8]([OH:10])=O)=[N:6][CH:7]=1.Cl.[F:20][C:21]([F:31])([F:30])[C@H:22]([C:24]1[CH:25]=[N:26][CH:27]=[CH:28][CH:29]=1)[NH2:23], predict the reaction product. The product is: [F:31][C:21]([F:20])([F:30])[C@@H:22]([NH:23][C:8]([C:5]1[CH:4]=[C:3]([CH2:11][C:12]2[CH:17]=[CH:16][C:15]([F:18])=[CH:14][CH:13]=2)[C:2]([Cl:1])=[CH:7][N:6]=1)=[O:10])[C:24]1[CH:25]=[N:26][CH:27]=[CH:28][CH:29]=1. (6) Given the reactants ClC1C(NC)=[CH:5][N:4]([C:9]2[CH:10]=[N:11][CH:12]=[CH:13][CH:14]=2)[N:3]=1.[C:15](=O)([O-])[O-].[K+].[K+].[Cl:21][CH2:22][CH2:23][N:24]=[C:25]=[S:26].O.[C:28](#[N:30])[CH3:29], predict the reaction product. The product is: [Cl:21][C:22]1[C:23]([N:24]([CH3:15])[C:25]2[S:26][CH2:29][CH2:28][N:30]=2)=[CH:5][N:4]([C:9]2[CH:10]=[N:11][CH:12]=[CH:13][CH:14]=2)[N:3]=1. (7) Given the reactants [CH3:1][N:2]([CH3:54])[C:3](=[O:53])[CH2:4][C@@H:5]([NH:14][C:15]1[CH:20]=[CH:19][C:18]([S:21]([NH:24][C:25]([C:27]2[CH:32]=[CH:31][C:30]([C:33]3[CH:38]=[CH:37][C:36]([CH2:39][CH2:40][C:41]([O:43]C(C)(C)C)=[O:42])=[CH:35][C:34]=3[O:48][CH3:49])=[CH:29][CH:28]=2)=[O:26])(=[O:23])=[O:22])=[CH:17][C:16]=1[N+:50]([O-:52])=[O:51])[CH2:6][S:7][C:8]1[CH:13]=[CH:12][CH:11]=[CH:10][CH:9]=1, predict the reaction product. The product is: [CH3:54][N:2]([CH3:1])[C:3](=[O:53])[CH2:4][C@@H:5]([NH:14][C:15]1[CH:20]=[CH:19][C:18]([S:21]([NH:24][C:25]([C:27]2[CH:32]=[CH:31][C:30]([C:33]3[CH:38]=[CH:37][C:36]([CH2:39][CH2:40][C:41]([OH:43])=[O:42])=[CH:35][C:34]=3[O:48][CH3:49])=[CH:29][CH:28]=2)=[O:26])(=[O:22])=[O:23])=[CH:17][C:16]=1[N+:50]([O-:52])=[O:51])[CH2:6][S:7][C:8]1[CH:13]=[CH:12][CH:11]=[CH:10][CH:9]=1. (8) Given the reactants [C:1]([O:5][C:6]([NH:8][C@H:9]1[C:18]2[C:13]3=[C:14]([C:19]4[N:20]([C:23]5[CH:24]=[C:25]([C:36]([OH:38])=O)[CH:26]=[CH:27][C:28]=5[C:29]=4[CH:30]4[CH2:35][CH2:34][CH2:33][CH2:32][CH2:31]4)[CH2:21][CH2:22][N:12]3[CH2:11][CH2:10]1)[CH:15]=[CH:16][CH:17]=2)=[O:7])([CH3:4])([CH3:3])[CH3:2].[CH3:39][N:40]([CH3:45])[S:41]([NH2:44])(=[O:43])=[O:42].CN(C(ON1N=NC2C=CC=NC1=2)=[N+](C)C)C.F[P-](F)(F)(F)(F)F, predict the reaction product. The product is: [CH:30]1([C:29]2[C:28]3[CH:27]=[CH:26][C:25]([C:36](=[O:38])[NH:44][S:41]([N:40]([CH3:45])[CH3:39])(=[O:43])=[O:42])=[CH:24][C:23]=3[N:20]3[C:19]=2[C:14]2=[C:13]4[C:18](=[CH:17][CH:16]=[CH:15]2)[C@H:9]([NH:8][C:6](=[O:7])[O:5][C:1]([CH3:3])([CH3:2])[CH3:4])[CH2:10][CH2:11][N:12]4[CH2:22][CH2:21]3)[CH2:35][CH2:34][CH2:33][CH2:32][CH2:31]1.